Dataset: Catalyst prediction with 721,799 reactions and 888 catalyst types from USPTO. Task: Predict which catalyst facilitates the given reaction. (1) Reactant: [O:1]1[C:5]2[CH:6]=[CH:7][CH:8]=[CH:9][C:4]=2[CH:3]=[C:2]1[C:10]1[N:19]=[C:18]([Cl:20])[C:17]2[C:12](=[CH:13][CH:14]=[CH:15][CH:16]=2)[N:11]=1.[CH3:21][N:22]([CH3:28])[CH2:23][CH2:24][CH2:25][CH2:26][NH2:27]. Product: [ClH:20].[ClH:20].[O:1]1[C:5]2[CH:6]=[CH:7][CH:8]=[CH:9][C:4]=2[CH:3]=[C:2]1[C:10]1[N:19]=[C:18]([NH:27][CH2:26][CH2:25][CH2:24][CH2:23][N:22]([CH3:28])[CH3:21])[C:17]2[C:12](=[CH:13][CH:14]=[CH:15][CH:16]=2)[N:11]=1. The catalyst class is: 12. (2) Reactant: [NH2:1][C:2]1[O:3][CH2:4][C@:5]2([N:33]=1)[C:18]1[CH:17]=[C:16]([C:19]3[C:20]([F:25])=[N:21][CH:22]=[CH:23][CH:24]=3)[CH:15]=[CH:14][C:13]=1[O:12][C:11]1[C:6]2=[CH:7][C:8]([C:27]#[C:28][C:29]([CH3:32])([OH:31])[CH3:30])=[CH:9][C:10]=1[F:26].[H][H]. Product: [NH2:1][C:2]1[O:3][CH2:4][C@:5]2([N:33]=1)[C:18]1[CH:17]=[C:16]([C:19]3[C:20]([F:25])=[N:21][CH:22]=[CH:23][CH:24]=3)[CH:15]=[CH:14][C:13]=1[O:12][C:11]1[C:6]2=[CH:7][C:8]([CH2:27][CH2:28][C:29]([CH3:30])([OH:31])[CH3:32])=[CH:9][C:10]=1[F:26]. The catalyst class is: 45.